This data is from Reaction yield outcomes from USPTO patents with 853,638 reactions. The task is: Predict the reaction yield, written as a fraction of the theoretical maximum amount of product (1.0 means a 100% yield; for example, 0.34 means a 34% yield). (1) The reactants are Br[C:2]1[CH:7]=[CH:6][C:5]([C:8]([C:19]2[CH:24]=[CH:23][CH:22]=[CH:21][CH:20]=2)=[C:9]2[CH2:14][C:13]([CH3:16])([CH3:15])[CH2:12][C:11]([CH3:18])([CH3:17])[CH2:10]2)=[CH:4][CH:3]=1.[CH3:25][C:26]1[C:30](B(O)O)=[C:29]([CH3:34])[O:28][N:27]=1.C([O-])([O-])=O.[Na+].[Na+].C1COCC1. The catalyst is CCOC(C)=O.C1C=CC([P]([Pd]([P](C2C=CC=CC=2)(C2C=CC=CC=2)C2C=CC=CC=2)([P](C2C=CC=CC=2)(C2C=CC=CC=2)C2C=CC=CC=2)[P](C2C=CC=CC=2)(C2C=CC=CC=2)C2C=CC=CC=2)(C2C=CC=CC=2)C2C=CC=CC=2)=CC=1. The product is [CH3:25][C:26]1[C:30]([C:2]2[CH:3]=[CH:4][C:5]([C:8]([C:19]3[CH:20]=[CH:21][CH:22]=[CH:23][CH:24]=3)=[C:9]3[CH2:10][C:11]([CH3:18])([CH3:17])[CH2:12][C:13]([CH3:15])([CH3:16])[CH2:14]3)=[CH:6][CH:7]=2)=[C:29]([CH3:34])[O:28][N:27]=1. The yield is 0.680. (2) The reactants are [Cl:1][C:2]1[CH:3]=[C:4]([C:9]2([C:24]([F:27])([F:26])[F:25])[O:13][N:12]=[C:11]([C:14]3[CH:22]=[CH:21][C:17]([CH:18]=[N:19][OH:20])=[C:16]([CH3:23])[CH:15]=3)[CH2:10]2)[CH:5]=[C:6]([Cl:8])[CH:7]=1.ClN1C(=O)CCC1=O.[N:36]1[CH:41]=[CH:40][CH:39]=[CH:38][C:37]=1[CH2:42][NH2:43].C(N(CC)CC)C.[NH4+].[Cl-]. The catalyst is CN(C=O)C. The product is [Cl:1][C:2]1[CH:3]=[C:4]([C:9]2([C:24]([F:25])([F:27])[F:26])[O:13][N:12]=[C:11]([C:14]3[CH:22]=[CH:21][C:17]([C:18]([NH:19][OH:20])=[N:43][CH2:42][C:37]4[CH:38]=[CH:39][CH:40]=[CH:41][N:36]=4)=[C:16]([CH3:23])[CH:15]=3)[CH2:10]2)[CH:5]=[C:6]([Cl:8])[CH:7]=1. The yield is 0.420. (3) The reactants are [N:1]([C@@H:4]([C@@H:28]([CH3:31])[CH2:29][CH3:30])[C:5]([N:7]([C@@H:12]([CH:25]([CH3:27])[CH3:26])[CH2:13][C@H:14]([C:16]1(C(NC)=O)[NH:20][CH:19]=[CH:18][S:17]1)[OH:15])[CH2:8][CH2:9][O:10][CH3:11])=[O:6])=[N+:2]=[N-:3].C(O[C:36](=[O:38])[CH3:37])(=O)C.[N:39]1[CH:44]=CC=C[CH:40]=1.[OH2:45]. The catalyst is ClCCl.CN(C1C=CN=CC=1)C. The product is [C:36]([O:15][C@@H:14]([C:16]1[S:17][CH:18]=[C:19]([C:40](=[O:45])[NH:39][CH3:44])[N:20]=1)[CH2:13][C@@H:12]([N:7]([CH2:8][CH2:9][O:10][CH3:11])[C:5](=[O:6])[C@@H:4]([N:1]=[N+:2]=[N-:3])[C@@H:28]([CH3:31])[CH2:29][CH3:30])[CH:25]([CH3:27])[CH3:26])(=[O:38])[CH3:37]. The yield is 0.930. (4) The reactants are Cl.CN(C)CCCN=C=NCC.[C:13]([O:17][C:18]([N:20]1[C:24]([CH2:25][CH2:26][CH2:27][CH2:28][C:29]([OH:31])=O)=[CH:23][N:22]=[CH:21]1)=[O:19])([CH3:16])([CH3:15])[CH3:14].[CH2:32]1[C:40]2[C:35](=[CH:36][CH:37]=[CH:38][CH:39]=2)[CH2:34][CH:33]1[NH:41][C:42]1[N:43]=[CH:44][C:45]2[CH2:51][NH:50][CH2:49][CH2:48][C:46]=2[N:47]=1.ON1C2C=CC=CC=2N=N1.C(N(CC)CC)C. The catalyst is ClCCl. The product is [CH2:32]1[C:40]2[C:35](=[CH:36][CH:37]=[CH:38][CH:39]=2)[CH2:34][CH:33]1[NH:41][C:42]1[N:43]=[CH:44][C:45]2[CH2:51][N:50]([C:29](=[O:31])[CH2:28][CH2:27][CH2:26][CH2:25][C:24]3[N:20]([C:18]([O:17][C:13]([CH3:14])([CH3:15])[CH3:16])=[O:19])[CH:21]=[N:22][CH:23]=3)[CH2:49][CH2:48][C:46]=2[N:47]=1. The yield is 0.250. (5) The reactants are [Br:1][C:2]1[CH:3]=[C:4]2[C:9](=[CH:10][CH:11]=1)[N:8]=[CH:7][C:6]([C:12]([CH:14]1[CH2:16][CH2:15]1)=[O:13])=[C:5]2Cl.[NH:18]1[CH2:23][CH2:22][CH:21]([CH2:24][N:25]2[CH2:30][CH2:29][O:28][CH2:27][CH2:26]2)[CH2:20][CH2:19]1. No catalyst specified. The product is [Br:1][C:2]1[CH:3]=[C:4]2[C:9](=[CH:10][CH:11]=1)[N:8]=[CH:7][C:6]([C:12]([CH:14]1[CH2:16][CH2:15]1)=[O:13])=[C:5]2[N:18]1[CH2:23][CH2:22][CH:21]([CH2:24][N:25]2[CH2:30][CH2:29][O:28][CH2:27][CH2:26]2)[CH2:20][CH2:19]1. The yield is 0.840. (6) The reactants are [CH2:1]([NH:3][C:4]([C:6]1[NH:37][C:9]2[C:10](=[O:36])[N:11]([CH3:35])[CH:12]=[C:13]([C:14]3[CH:19]=[C:18]([S:20]([CH2:23][CH3:24])(=[O:22])=[O:21])[CH:17]=[CH:16][C:15]=3[O:25][C:26]3[C:31]([CH3:32])=[CH:30][CH:29]=[CH:28][C:27]=3[CH:33]=O)[C:8]=2[CH:7]=1)=[O:5])[CH3:2].[Na].[NH:39]1[CH2:44][CH2:43][O:42][CH2:41][CH2:40]1. The catalyst is C(O)(=O)C.ClCCCl. The product is [CH2:1]([NH:3][C:4]([C:6]1[NH:37][C:9]2[C:10](=[O:36])[N:11]([CH3:35])[CH:12]=[C:13]([C:14]3[CH:19]=[C:18]([S:20]([CH2:23][CH3:24])(=[O:21])=[O:22])[CH:17]=[CH:16][C:15]=3[O:25][C:26]3[C:27]([CH2:33][N:39]4[CH2:44][CH2:43][O:42][CH2:41][CH2:40]4)=[CH:28][CH:29]=[CH:30][C:31]=3[CH3:32])[C:8]=2[CH:7]=1)=[O:5])[CH3:2]. The yield is 0.400.